From a dataset of Full USPTO retrosynthesis dataset with 1.9M reactions from patents (1976-2016). Predict the reactants needed to synthesize the given product. (1) Given the product [Cl:17][CH2:18][C:19]([N:6]1[C:7]2[CH:14]=[CH:13][CH:12]=[CH:11][C:8]=2[CH2:9][CH2:10][C:4]2[CH:3]=[C:2]([Cl:1])[CH:16]=[CH:15][C:5]1=2)=[O:20], predict the reactants needed to synthesize it. The reactants are: [Cl:1][C:2]1[CH:16]=[CH:15][C:5]2[NH:6][C:7]3[CH:14]=[CH:13][CH:12]=[CH:11][C:8]=3[CH2:9][CH2:10][C:4]=2[CH:3]=1.[Cl:17][CH2:18][C:19](Cl)=[O:20]. (2) Given the product [CH3:37][N:30]1[C:29]([CH2:28][CH2:27][CH2:26][CH2:25][C:22]2[CH:23]=[CH:24][C:19]([O:18][CH2:17][C:15]3[N:16]=[C:12](/[CH:11]=[CH:10]/[C:7]4[CH:8]=[CH:9][C:4]([O:3][C:2]([F:34])([F:1])[F:35])=[CH:5][CH:6]=4)[O:13][CH:14]=3)=[CH:20][CH:21]=2)=[CH:33][N:32]=[N:31]1.[CH3:37][N:31]1[N:30]=[C:29]([CH2:28][CH2:27][CH2:26][CH2:25][C:22]2[CH:23]=[CH:24][C:19]([O:18][CH2:17][C:15]3[N:16]=[C:12](/[CH:11]=[CH:10]/[C:7]4[CH:8]=[CH:9][C:4]([O:3][C:2]([F:34])([F:1])[F:35])=[CH:5][CH:6]=4)[O:13][CH:14]=3)=[CH:20][CH:21]=2)[CH:33]=[N:32]1.[CH3:37][N:32]1[CH:33]=[C:29]([CH2:28][CH2:27][CH2:26][CH2:25][C:22]2[CH:23]=[CH:24][C:19]([O:18][CH2:17][C:15]3[N:16]=[C:12](/[CH:11]=[CH:10]/[C:7]4[CH:8]=[CH:9][C:4]([O:3][C:2]([F:34])([F:1])[F:35])=[CH:5][CH:6]=4)[O:13][CH:14]=3)=[CH:20][CH:21]=2)[N:30]=[N:31]1, predict the reactants needed to synthesize it. The reactants are: [F:1][C:2]([F:35])([F:34])[O:3][C:4]1[CH:9]=[CH:8][C:7](/[CH:10]=[CH:11]/[C:12]2[O:13][CH:14]=[C:15]([CH2:17][O:18][C:19]3[CH:24]=[CH:23][C:22]([CH2:25][CH2:26][CH2:27][CH2:28][C:29]4[N:30]=[N:31][NH:32][CH:33]=4)=[CH:21][CH:20]=3)[N:16]=2)=[CH:6][CH:5]=1.I[CH3:37]. (3) Given the product [N:22]1[CH:27]=[CH:26][C:25]([O:1][CH2:2][CH2:3][N:4]([CH2:17][C:18]([F:19])([F:20])[F:21])[C:5]2[CH:12]=[CH:11][C:8]([C:9]#[N:10])=[C:7]([C:13]([F:15])([F:16])[F:14])[CH:6]=2)=[CH:24][CH:23]=1, predict the reactants needed to synthesize it. The reactants are: [OH:1][CH2:2][CH2:3][N:4]([CH2:17][C:18]([F:21])([F:20])[F:19])[C:5]1[CH:12]=[CH:11][C:8]([C:9]#[N:10])=[C:7]([C:13]([F:16])([F:15])[F:14])[CH:6]=1.[N:22]1[CH:27]=[CH:26][C:25](=O)[CH2:24][CH:23]=1. (4) Given the product [CH3:1][O:2][C:3]1[N:8]=[CH:7][C:6]([C:9]2[N:17]3[C:12]([CH:13]=[N:14][C:15]([NH:37][C:34]4[CH:33]=[CH:32][C:31]([C:29]5[N:28]=[N:27][S:26][CH:30]=5)=[CH:36][CH:35]=4)=[N:16]3)=[CH:11][CH:10]=2)=[CH:5][CH:4]=1, predict the reactants needed to synthesize it. The reactants are: [CH3:1][O:2][C:3]1[N:8]=[CH:7][C:6]([C:9]2[N:17]3[C:12]([CH:13]=[N:14][C:15](OS(C(F)(F)F)(=O)=O)=[N:16]3)=[CH:11][CH:10]=2)=[CH:5][CH:4]=1.[S:26]1[CH:30]=[C:29]([C:31]2[CH:36]=[CH:35][C:34]([NH2:37])=[CH:33][CH:32]=2)[N:28]=[N:27]1. (5) The reactants are: Cl[C:2]1[C:7]2[CH:8]=[CH:9][NH:10][C:6]=2[CH:5]=[CH:4][N:3]=1.O.[CH3:12][N:13]1C(=O)CCC1. Given the product [NH:10]1[C:6]2[CH:5]=[CH:4][N:3]=[C:2]([C:12]#[N:13])[C:7]=2[CH:8]=[CH:9]1, predict the reactants needed to synthesize it. (6) The reactants are: [CH3:1][NH2:2].[C:3]([O:7][C:8](=[O:31])[CH2:9][CH2:10][S:11][C:12]1[N:13]([C:24]([O:26][C:27]([CH3:30])([CH3:29])[CH3:28])=[O:25])[C:14]2[C:19]([C:20]=1[CH:21]=O)=[CH:18][C:17]([Cl:23])=[CH:16][CH:15]=2)([CH3:6])([CH3:5])[CH3:4].[C:32]([OH:35])(=O)[CH3:33].C(O[BH-](OC(=O)C)OC(=O)C)(=O)C.[Na+]. Given the product [C:32]([N:2]([CH2:21][C:20]1[C:19]2[C:14](=[CH:15][CH:16]=[C:17]([Cl:23])[CH:18]=2)[N:13]([C:24]([O:26][C:27]([CH3:28])([CH3:30])[CH3:29])=[O:25])[C:12]=1[S:11][CH2:10][CH2:9][C:8]([O:7][C:3]([CH3:4])([CH3:5])[CH3:6])=[O:31])[CH3:1])(=[O:35])[CH3:33], predict the reactants needed to synthesize it.